Dataset: Reaction yield outcomes from USPTO patents with 853,638 reactions. Task: Predict the reaction yield, written as a fraction of the theoretical maximum amount of product (1.0 means a 100% yield; for example, 0.34 means a 34% yield). The reactants are [CH:1]([C:4]1[N:5]=[C:6]2[CH:11]=[C:10]([C:12]([OH:14])=O)[CH:9]=[CH:8][N:7]2[C:15]=1[S:16]([OH:19])(=[O:18])=O)([CH3:3])[CH3:2].C(N(CC)CC)C.P(Cl)(Cl)([Cl:29])=O.[NH2:32][C:33]1[CH:38]=[CH:37][CH:36]=[CH:35][CH:34]=1.C(=O)([O-])O.[Na+]. The product is [CH:1]([C:4]1[N:5]=[C:6]2[CH:11]=[C:10]([C:12](=[O:14])[NH:32][C:33]3[CH:38]=[CH:37][CH:36]=[CH:35][CH:34]=3)[CH:9]=[CH:8][N:7]2[C:15]=1[S:16]([Cl:29])(=[O:18])=[O:19])([CH3:2])[CH3:3]. The yield is 0.970. The catalyst is ClC(Cl)C.